This data is from Full USPTO retrosynthesis dataset with 1.9M reactions from patents (1976-2016). The task is: Predict the reactants needed to synthesize the given product. (1) The reactants are: [Cl:1][C:2]1[CH:3]=[CH:4][C:5]([OH:11])=[C:6](B(O)O)[CH:7]=1.[NH2:12][C:13]1[CH:18]=[C:17](Br)[CH:16]=[CH:15][N:14]=1.C(=O)([O-])[O-].[Na+].[Na+].O1CCOCC1. Given the product [NH2:12][C:13]1[CH:18]=[C:17]([C:6]2[CH:7]=[C:2]([Cl:1])[CH:3]=[CH:4][C:5]=2[OH:11])[CH:16]=[CH:15][N:14]=1, predict the reactants needed to synthesize it. (2) Given the product [O:19]1[C:16]2[CH:17]=[CH:18][C:13]([C:2]([F:11])([F:1])[C:3]([C:5]3[CH:6]=[CH:7][CH:8]=[CH:9][CH:10]=3)=[O:4])=[CH:14][C:15]=2[O:21][CH2:20]1, predict the reactants needed to synthesize it. The reactants are: [F:1][CH:2]([F:11])[C:3]([C:5]1[CH:10]=[CH:9][CH:8]=[CH:7][CH:6]=1)=[O:4].Br[C:13]1[CH:18]=[CH:17][C:16]2[O:19][CH2:20][O:21][C:15]=2[CH:14]=1.ClC1C=CC2OCOC=2C=1. (3) Given the product [CH3:29][O:16][C:15](=[O:17])[C:14]1[CH:18]=[C:19]([C:21]([F:22])([F:23])[F:24])[CH:20]=[C:12]([NH:11][C:9]([O:8][CH2:1][C:2]2[CH:3]=[CH:4][CH:5]=[CH:6][CH:7]=2)=[O:10])[CH:13]=1, predict the reactants needed to synthesize it. The reactants are: [CH2:1]([O:8][C:9]([NH:11][C:12]1[CH:13]=[C:14]([CH:18]=[C:19]([C:21]([F:24])([F:23])[F:22])[CH:20]=1)[C:15]([OH:17])=[O:16])=[O:10])[C:2]1[CH:7]=[CH:6][CH:5]=[CH:4][CH:3]=1.S(Cl)(Cl)=O.[CH3:29]O. (4) Given the product [Cl:1][C:2]1[CH:3]=[CH:4][C:5]([O:11][C:12]2[CH:17]=[CH:16][C:15]([F:18])=[CH:14][CH:13]=2)=[C:6]([CH:10]=1)[C:7]([NH:19][CH2:20][C:21]1[CH:30]=[CH:29][C:24]([C:25]([O:27][CH3:28])=[O:26])=[C:23]([F:31])[CH:22]=1)=[O:9], predict the reactants needed to synthesize it. The reactants are: [Cl:1][C:2]1[CH:3]=[CH:4][C:5]([O:11][C:12]2[CH:17]=[CH:16][C:15]([F:18])=[CH:14][CH:13]=2)=[C:6]([CH:10]=1)[C:7]([OH:9])=O.[NH2:19][CH2:20][C:21]1[CH:30]=[CH:29][C:24]([C:25]([O:27][CH3:28])=[O:26])=[C:23]([F:31])[CH:22]=1. (5) Given the product [F:42][C:2]([F:41])([F:1])[C:3]1[CH:4]=[C:5]([CH:34]=[C:35]([C:37]([F:38])([F:39])[F:40])[CH:36]=1)[CH2:6][N:7]([CH2:13][C:14]1[CH:15]=[C:16]2[N:31]=[C:30]([CH3:32])[N:29]([CH3:33])[C:17]2=[N:18][C:19]=1[N:20]([CH2:25][CH:26]1[CH2:28][CH2:27]1)[CH2:21][CH:22]1[CH2:24][CH2:23]1)[C:8]1[N:12]=[N:11][N:10]([CH3:47])[N:9]=1, predict the reactants needed to synthesize it. The reactants are: [F:1][C:2]([F:42])([F:41])[C:3]1[CH:4]=[C:5]([CH:34]=[C:35]([C:37]([F:40])([F:39])[F:38])[CH:36]=1)[CH2:6][N:7]([CH2:13][C:14]1[CH:15]=[C:16]2[N:31]=[C:30]([CH3:32])[N:29]([CH3:33])[C:17]2=[N:18][C:19]=1[N:20]([CH2:25][CH:26]1[CH2:28][CH2:27]1)[CH2:21][CH:22]1[CH2:24][CH2:23]1)[C:8]1[N:9]=[N:10][NH:11][N:12]=1.[H-].[Na+].CI.[C:47](OCC)(=O)C.